This data is from Forward reaction prediction with 1.9M reactions from USPTO patents (1976-2016). The task is: Predict the product of the given reaction. (1) Given the reactants [CH3:1][C:2]1[CH:11]=[CH:10][C:9]2[C:4](=[CH:5][CH:6]=[CH:7][C:8]=2[N:12]2[CH2:17][CH2:16][N:15]([CH2:18][CH2:19][C:20]3[CH:21]=[C:22]([CH:24]=[CH:25][CH:26]=3)[NH2:23])[CH2:14][CH2:13]2)[N:3]=1.[CH3:27][C:28]([CH3:33])([CH3:32])[C:29](Cl)=[O:30], predict the reaction product. The product is: [CH3:27][C:28]([CH3:33])([CH3:32])[C:29]([NH:23][C:22]1[CH:24]=[CH:25][CH:26]=[C:20]([CH2:19][CH2:18][N:15]2[CH2:14][CH2:13][N:12]([C:8]3[CH:7]=[CH:6][CH:5]=[C:4]4[C:9]=3[CH:10]=[CH:11][C:2]([CH3:1])=[N:3]4)[CH2:17][CH2:16]2)[CH:21]=1)=[O:30]. (2) The product is: [CH:1]1([C:7]2[C:8]3[CH:9]=[CH:10][C:11]([C:31]([OH:33])=[O:32])=[CH:12][C:13]=3[N:14]3[CH2:21][CH2:20][N:19]([CH2:22][CH2:23][N:24]([CH3:26])[CH3:25])[CH2:18][C:17]4[CH:27]=[CH:28][CH:29]=[CH:30][C:16]=4[C:15]=23)[CH2:6][CH2:5][CH2:4][CH2:3][CH2:2]1. Given the reactants [CH:1]1([C:7]2[C:8]3[CH:9]=[CH:10][C:11]([C:31]([O:33]C)=[O:32])=[CH:12][C:13]=3[N:14]3[CH2:21][CH2:20][N:19]([CH2:22][CH2:23][N:24]([CH3:26])[CH3:25])[CH2:18][C:17]4[CH:27]=[CH:28][CH:29]=[CH:30][C:16]=4[C:15]=23)[CH2:6][CH2:5][CH2:4][CH2:3][CH2:2]1.[OH-].[Na+], predict the reaction product. (3) Given the reactants C([N:5]([CH:9]([C:26]1[CH:31]=[CH:30]C(F)=C[CH:27]=1)[C:10](=O)[NH:11][C:12]1[C:17]([C:18]([C:20]2[S:21][CH:22]=[CH:23][CH:24]=2)=O)=[CH:16][CH:15]=[CH:14][N:13]=1)C(=O)O)(C)(C)C.FC1C=CC(C2C(=O)NC3[N:48]=[CH:49][CH:50]=[CH:51]C=3C(C3SC=CC=3)=N2)=CC=1.[C:57](O)([C:59]([F:62])(F)F)=O, predict the reaction product. The product is: [CH:49]1([NH:48][C:10]2[CH:9]([C:26]3[CH:27]=[CH:57][C:59]([F:62])=[CH:30][CH:31]=3)[N:5]=[C:18]([C:20]3[S:21][CH:22]=[CH:23][CH:24]=3)[C:17]3[CH:16]=[CH:15][CH:14]=[N:13][C:12]=3[N:11]=2)[CH2:51][CH2:50]1. (4) Given the reactants [C:1]([O:5][C:6]([NH:8][CH:9]1[C:23](=[O:24])[N:22]2[CH2:25][C@H:26]([O:28]C3C=C(C4C=CC=CN=4)N=C4C=CSC=34)[CH2:27][C@H:21]2[C:20](=[O:44])[NH:19][C@:18]2([C:46]([O:48][CH3:49])=[O:47])[CH2:45][C@H:17]2[CH:16]=[CH:15][CH2:14][CH2:13][CH2:12][CH2:11][CH2:10]1)=[O:7])([CH3:4])([CH3:3])[CH3:2].CC(C)(C)CC(N[C@@H](CCCCCC=C)C(N1C[C@@H](O)C[C@H]1C(N[C@]1(C(OC)=O)C[C@H]1C=C)=O)=O)=O, predict the reaction product. The product is: [C:1]([O:5][C:6]([NH:8][C@@H:9]1[C:23](=[O:24])[N:22]2[CH2:25][C@@H:26]([OH:28])[CH2:27][C@H:21]2[C:20](=[O:44])[NH:19][C@:18]2([C:46]([O:48][CH3:49])=[O:47])[CH2:45][C@H:17]2[CH:16]=[CH:15][CH2:14][CH2:13][CH2:12][CH2:11][CH2:10]1)=[O:7])([CH3:4])([CH3:3])[CH3:2]. (5) Given the reactants [CH:1]1([N:4]([C@@H:12]2[CH2:17][CH2:16][NH:15][CH2:14][C@@H:13]2[F:18])C(=O)OC(C)(C)C)[CH2:3][CH2:2]1.C(N(CC)CC)C.Cl[C:27]([O:29][CH:30]([CH3:32])[CH3:31])=[O:28].O, predict the reaction product. The product is: [CH:30]([O:29][C:27]([N:15]1[CH2:16][CH2:17][C@@H:12]([NH:4][CH:1]2[CH2:2][CH2:3]2)[C@@H:13]([F:18])[CH2:14]1)=[O:28])([CH3:32])[CH3:31]. (6) Given the reactants [CH3:1][C:2]1[CH:3]=[C:4]([C:18]([OH:20])=O)[NH:5][C:6]=1[CH:7]=[C:8]1[C:16]2[C:11](=[CH:12][CH:13]=[CH:14][CH:15]=2)[NH:10][C:9]1=[O:17].[CH3:21][O:22][C:23](=[O:28])[CH2:24][CH2:25][CH2:26][NH2:27].Cl.CCN(CC)CC, predict the reaction product. The product is: [CH3:21][O:22][C:23](=[O:28])[CH2:24][CH2:25][CH2:26][NH:27][C:18]([C:4]1[NH:5][C:6]([CH:7]=[C:8]2[C:16]3[C:11](=[CH:12][CH:13]=[CH:14][CH:15]=3)[NH:10][C:9]2=[O:17])=[C:2]([CH3:1])[CH:3]=1)=[O:20].